From a dataset of Catalyst prediction with 721,799 reactions and 888 catalyst types from USPTO. Predict which catalyst facilitates the given reaction. (1) Reactant: Cl.[CH:2]1([NH:5][C:6]2[C:7]3[CH:14]=[CH:13][N:12]([C@H:15]4[C@@H:19]5[O:20]C(C)(C)[O:22][C@@H:18]5[C@@H:17]([CH2:25][N:26]([CH2:31][CH2:32][CH2:33][CH2:34][C:35]5[N:39](COCC[Si](C)(C)C)[C:38]6[CH:48]=[C:49]([Cl:56])[C:50]([C:52]([F:55])([F:54])[F:53])=[CH:51][C:37]=6[N:36]=5)[S:27]([CH3:30])(=[O:29])=[O:28])[CH2:16]4)[C:8]=3[N:9]=[CH:10][N:11]=2)[CH2:4][CH2:3]1. Product: [ClH:56].[Cl:56][C:49]1[C:50]([C:52]([F:55])([F:53])[F:54])=[CH:51][C:37]2[N:36]=[C:35]([CH2:34][CH2:33][CH2:32][CH2:31][N:26]([CH2:25][C@H:17]3[CH2:16][C@@H:15]([N:12]4[C:8]5[N:9]=[CH:10][N:11]=[C:6]([NH:5][CH:2]6[CH2:4][CH2:3]6)[C:7]=5[CH:14]=[CH:13]4)[C@H:19]([OH:20])[C@@H:18]3[OH:22])[S:27]([CH3:30])(=[O:28])=[O:29])[NH:39][C:38]=2[CH:48]=1. The catalyst class is: 5. (2) Reactant: [N+:1]([C:4]1[CH:9]=[CH:8][C:7]([C@@H:10]([NH2:12])[CH3:11])=[CH:6][CH:5]=1)([O-:3])=[O:2].[CH:13]1[N:18]=[C:17](Cl)[C:16]2[N:20]=[CH:21][N:22]([C@@H:23]3[O:27][C@H:26]([CH2:28][OH:29])[C@@H:25]([OH:30])[C@H:24]3[OH:31])[C:15]=2[N:14]=1. Product: [N+:1]([C:4]1[CH:5]=[CH:6][C:7]([C@@H:10]([NH:12][C:17]2[C:16]3[N:20]=[CH:21][N:22]([C:15]=3[N:14]=[CH:13][N:18]=2)[C@@H:23]2[O:27][C@H:26]([CH2:28][OH:29])[C@@H:25]([OH:30])[C@H:24]2[OH:31])[CH3:11])=[CH:8][CH:9]=1)([O-:3])=[O:2]. The catalyst class is: 259. (3) Reactant: [Br:1][C:2]1[N:7]=[CH:6][C:5]([OH:8])=[CH:4][CH:3]=1.C(=O)([O-])[O-].[K+].[K+].[CH3:15][O:16][C:17](=[O:20])[CH2:18]Cl. Product: [Br:1][C:2]1[N:7]=[CH:6][C:5]([O:8][CH2:18][C:17]([O:16][CH3:15])=[O:20])=[CH:4][CH:3]=1. The catalyst class is: 21.